From a dataset of Forward reaction prediction with 1.9M reactions from USPTO patents (1976-2016). Predict the product of the given reaction. (1) Given the reactants [NH2:1][C:2]1[C:7]([Cl:8])=[CH:6][C:5]([C:9]([F:12])([F:11])[F:10])=[CH:4][N:3]=1.Br[CH2:14][C:15](=O)[C:16]([O:18][CH2:19][CH3:20])=[O:17], predict the reaction product. The product is: [Cl:8][C:7]1[C:2]2[N:3]([CH:14]=[C:15]([C:16]([O:18][CH2:19][CH3:20])=[O:17])[N:1]=2)[CH:4]=[C:5]([C:9]([F:12])([F:10])[F:11])[CH:6]=1. (2) Given the reactants [CH2:1]([N:8]1[C:13]2[CH:14]=[CH:15][C:16]([C:18]([O:20]C)=[O:19])=[CH:17][C:12]=2[O:11][CH2:10][C:9]1=[O:22])[C:2]1[CH:7]=[CH:6][CH:5]=[CH:4][CH:3]=1.[OH-].[Na+].Cl, predict the reaction product. The product is: [CH2:1]([N:8]1[C:13]2[CH:14]=[CH:15][C:16]([C:18]([OH:20])=[O:19])=[CH:17][C:12]=2[O:11][CH2:10][C:9]1=[O:22])[C:2]1[CH:3]=[CH:4][CH:5]=[CH:6][CH:7]=1.